This data is from Full USPTO retrosynthesis dataset with 1.9M reactions from patents (1976-2016). The task is: Predict the reactants needed to synthesize the given product. The reactants are: CS(C)=O.[OH:5][CH:6]1[CH2:29][CH2:28][C:9]2([C:13](=[O:14])[N:12]([C:15]3[CH:16]=[N:17][C:18]([O:21][C@@H:22]([CH3:27])[C:23]([F:26])([F:25])[F:24])=[CH:19][CH:20]=3)[CH2:11][CH2:10]2)[CH2:8][CH2:7]1.C(Cl)(=O)C(Cl)=O.Cl. Given the product [F:26][C:23]([F:24])([F:25])[C@H:22]([CH3:27])[O:21][C:18]1[N:17]=[CH:16][C:15]([N:12]2[CH2:11][CH2:10][C:9]3([CH2:8][CH2:7][C:6](=[O:5])[CH2:29][CH2:28]3)[C:13]2=[O:14])=[CH:20][CH:19]=1, predict the reactants needed to synthesize it.